Dataset: Reaction yield outcomes from USPTO patents with 853,638 reactions. Task: Predict the reaction yield, written as a fraction of the theoretical maximum amount of product (1.0 means a 100% yield; for example, 0.34 means a 34% yield). (1) The reactants are [N:1]12[CH2:8][CH2:7][C:4]([C:9]([C:17]3[CH:22]=[CH:21][CH:20]=[CH:19][CH:18]=3)([C:11]3[CH:16]=[CH:15][CH:14]=[CH:13][CH:12]=3)[OH:10])([CH2:5][CH2:6]1)[CH2:3][CH2:2]2.[Br:23][CH2:24][CH2:25][O:26][C:27]([C:30]1[CH:35]=[CH:34][CH:33]=[CH:32][CH:31]=1)([CH3:29])[CH3:28]. The catalyst is CC#N.C(Cl)(Cl)Cl. The product is [Br-:23].[OH:10][C:9]([C:17]1[CH:22]=[CH:21][CH:20]=[CH:19][CH:18]=1)([C:11]1[CH:12]=[CH:13][CH:14]=[CH:15][CH:16]=1)[C:4]12[CH2:5][CH2:6][N+:1]([CH2:24][CH2:25][O:26][C:27]([CH3:29])([C:30]3[CH:35]=[CH:34][CH:33]=[CH:32][CH:31]=3)[CH3:28])([CH2:2][CH2:3]1)[CH2:8][CH2:7]2. The yield is 0.240. (2) The reactants are Br[C:2]1[CH:6]=[C:5]([Si:7]([CH3:10])([CH3:9])[CH3:8])[S:4][C:3]=1[C:11]1[S:12][C:13]([Si:17]([CH3:20])([CH3:19])[CH3:18])=[CH:14][C:15]=1Br.[Li]CCCC.[NH4+].[Cl-].C[C:29]([CH3:31])=[O:30].C(=O)=[O:33]. The catalyst is C1COCC1. The product is [CH3:8][Si:7]([CH3:10])([CH3:9])[C:5]1[S:4][C:3]2[C:11]3[S:12][C:13]([Si:17]([CH3:20])([CH3:19])[CH3:18])=[CH:14][C:15]=3[C:31](=[O:33])[C:29](=[O:30])[C:2]=2[CH:6]=1. The yield is 0.414. (3) The reactants are CC[CH2:3][CH2:4][CH2:5][CH2:6][CH2:7][CH2:8][CH2:9][CH2:10][CH2:11][CH2:12][CH3:13].COC1C=CC=C[N:17]=1. No catalyst specified. The product is [C:8]1([C:7]2[CH:6]=[CH:5][CH:4]=[CH:3][N:17]=2)[CH:9]=[CH:10][CH:11]=[CH:12][CH:13]=1. The yield is 0.750. (4) The reactants are [Cl:1][CH2:2][C@H:3]1[C:11]2[C:6](=[CH:7][C:8]([OH:16])=[C:9]3[S:14][CH:13]=[C:12]([CH3:15])[C:10]3=2)[N:5]([C:17]([C:19]2[NH:20][C:21]3[C:26]([CH:27]=2)=[CH:25][C:24]([NH:28][C:29]([C:31]2[NH:32][C:33]4[C:38]([CH:39]=2)=[CH:37][CH:36]=[CH:35][CH:34]=4)=[O:30])=[CH:23][CH:22]=3)=[O:18])[CH2:4]1.Cl[C:41]([N:43]1[CH2:48][CH2:47][N:46]([C:49]([O:51][C:52]([CH3:55])([CH3:54])[CH3:53])=[O:50])[CH2:45][CH2:44]1)=[O:42]. The catalyst is C(Cl)Cl. The product is [N:46]1([C:49]([O:51][C:52]([CH3:55])([CH3:54])[CH3:53])=[O:50])[CH2:45][CH2:44][N:43]([C:41]([O:16][C:8]2[CH:7]=[C:6]3[C:11]([C@H:3]([CH2:2][Cl:1])[CH2:4][N:5]3[C:17]([C:19]3[NH:20][C:21]4[C:26]([CH:27]=3)=[CH:25][C:24]([NH:28][C:29]([C:31]3[NH:32][C:33]5[C:38]([CH:39]=3)=[CH:37][CH:36]=[CH:35][CH:34]=5)=[O:30])=[CH:23][CH:22]=4)=[O:18])=[C:10]3[C:12]([CH3:15])=[CH:13][S:14][C:9]=23)=[O:42])[CH2:48][CH2:47]1. The yield is 0.190. (5) The reactants are Cl[C:2]1[CH:7]=[C:6](Cl)[N:5]=[CH:4][N:3]=1.[C:9]1(B(O)O)[CH:14]=[CH:13][CH:12]=[CH:11][CH:10]=1.C(=O)([O-])[O-].[Na+].[Na+]. The catalyst is C1C=CC(P(C2C=CC=CC=2)C2C=CC=CC=2)=CC=1.C1C=CC(P(C2C=CC=CC=2)C2C=CC=CC=2)=CC=1.Cl[Pd]Cl.O.C(#N)C. The product is [C:9]1([C:2]2[CH:7]=[C:6]([C:9]3[CH:14]=[CH:13][CH:12]=[CH:11][CH:10]=3)[N:5]=[CH:4][N:3]=2)[CH:14]=[CH:13][CH:12]=[CH:11][CH:10]=1. The yield is 0.380.